Task: Predict the product of the given reaction.. Dataset: Forward reaction prediction with 1.9M reactions from USPTO patents (1976-2016) (1) Given the reactants [Br:1][C:2]1[CH:10]=[C:9]([C:11]#[N:12])[CH:8]=[C:7]2[C:3]=1[CH:4]=[CH:5][NH:6]2.CCN(P1(N(C)CCCN1C)=NC(C)(C)C)CC.[N+:31]([C:34]1[CH:39]=[CH:38][C:37]([S:40](Cl)(=[O:42])=[O:41])=[CH:36][CH:35]=1)([O-:33])=[O:32], predict the reaction product. The product is: [Br:1][C:2]1[CH:10]=[C:9]([C:11]#[N:12])[CH:8]=[C:7]2[C:3]=1[CH:4]=[CH:5][N:6]2[S:40]([C:37]1[CH:36]=[CH:35][C:34]([N+:31]([O-:33])=[O:32])=[CH:39][CH:38]=1)(=[O:41])=[O:42]. (2) Given the reactants [CH2:1]([C@H:3]1[CH2:12][C@@H:11]([NH:13][C:14](=[O:23])[O:15][CH2:16][C:17]2[CH:22]=[CH:21][CH:20]=[CH:19][CH:18]=2)[C:10]2[C:5](=[CH:6][CH:7]=[C:8]([C:24]([F:27])([F:26])[F:25])[CH:9]=2)[NH:4]1)[CH3:2].N1C=CC=CC=1.Cl[C:35]([O:37][CH2:38][CH3:39])=[O:36].[OH-].[K+], predict the reaction product. The product is: [CH2:38]([O:37][C:35]([N:4]1[C:5]2[C:10](=[CH:9][C:8]([C:24]([F:27])([F:25])[F:26])=[CH:7][CH:6]=2)[C@H:11]([NH:13][C:14]([O:15][CH2:16][C:17]2[CH:18]=[CH:19][CH:20]=[CH:21][CH:22]=2)=[O:23])[CH2:12][C@@H:3]1[CH2:1][CH3:2])=[O:36])[CH3:39]. (3) Given the reactants [CH:1]1([C:4]2[CH:5]=[C:6]([C:13]([O:15]CC)=[O:14])[C:7]3[CH:12]=[N:11][NH:10][C:8]=3[N:9]=2)[CH2:3][CH2:2]1.[H-].[Na+].I[CH2:21][CH2:22][CH3:23].[OH-].[Na+], predict the reaction product. The product is: [CH:1]1([C:4]2[CH:5]=[C:6]([C:13]([OH:15])=[O:14])[C:7]3[CH:12]=[N:11][N:10]([CH2:21][CH2:22][CH3:23])[C:8]=3[N:9]=2)[CH2:2][CH2:3]1. (4) Given the reactants [NH2:1][C:2]1[CH:7]=[C:6]([NH:8][C:9]([C:11]2[N:12]([CH2:21][C:22]3[CH:27]=[CH:26][CH:25]=[C:24]([F:28])[CH:23]=3)[C:13]3[C:18]([CH:19]=2)=[CH:17][C:16]([F:20])=[CH:15][CH:14]=3)=[O:10])[CH:5]=[CH:4][N:3]=1.Br[CH:30]([CH3:39])[C:31]([C:33]1[CH:38]=[CH:37][CH:36]=[CH:35][CH:34]=1)=O, predict the reaction product. The product is: [CH3:39][C:30]1[N:1]=[C:2]2[CH:7]=[C:6]([NH:8][C:9]([C:11]3[N:12]([CH2:21][C:22]4[CH:27]=[CH:26][CH:25]=[C:24]([F:28])[CH:23]=4)[C:13]4[C:18]([CH:19]=3)=[CH:17][C:16]([F:20])=[CH:15][CH:14]=4)=[O:10])[CH:5]=[CH:4][N:3]2[C:31]=1[C:33]1[CH:38]=[CH:37][CH:36]=[CH:35][CH:34]=1.